This data is from NCI-60 drug combinations with 297,098 pairs across 59 cell lines. The task is: Regression. Given two drug SMILES strings and cell line genomic features, predict the synergy score measuring deviation from expected non-interaction effect. (1) Drug 1: C1CC(C1)(C(=O)O)C(=O)O.[NH2-].[NH2-].[Pt+2]. Drug 2: C1CNP(=O)(OC1)N(CCCl)CCCl. Cell line: HS 578T. Synergy scores: CSS=3.71, Synergy_ZIP=-1.99, Synergy_Bliss=-2.56, Synergy_Loewe=-2.21, Synergy_HSA=-1.29. (2) Drug 1: CS(=O)(=O)C1=CC(=C(C=C1)C(=O)NC2=CC(=C(C=C2)Cl)C3=CC=CC=N3)Cl. Drug 2: C(=O)(N)NO. Cell line: COLO 205. Synergy scores: CSS=18.9, Synergy_ZIP=-3.42, Synergy_Bliss=5.41, Synergy_Loewe=-1.76, Synergy_HSA=-1.20. (3) Drug 1: C1=CC(=CC=C1C#N)C(C2=CC=C(C=C2)C#N)N3C=NC=N3. Drug 2: C1=CC=C(C=C1)NC(=O)CCCCCCC(=O)NO. Cell line: SK-MEL-28. Synergy scores: CSS=6.37, Synergy_ZIP=-2.69, Synergy_Bliss=-2.02, Synergy_Loewe=-22.6, Synergy_HSA=-18.3. (4) Drug 1: C1=NC(=NC(=O)N1C2C(C(C(O2)CO)O)O)N. Drug 2: C1=NC2=C(N1)C(=S)N=CN2. Cell line: MDA-MB-231. Synergy scores: CSS=73.1, Synergy_ZIP=-2.32, Synergy_Bliss=-2.32, Synergy_Loewe=-1.16, Synergy_HSA=1.68. (5) Drug 1: CC(CN1CC(=O)NC(=O)C1)N2CC(=O)NC(=O)C2. Drug 2: CN(C)C1=NC(=NC(=N1)N(C)C)N(C)C. Cell line: HCC-2998. Synergy scores: CSS=5.27, Synergy_ZIP=-1.11, Synergy_Bliss=-1.94, Synergy_Loewe=-10.9, Synergy_HSA=-6.37. (6) Synergy scores: CSS=42.7, Synergy_ZIP=-7.65, Synergy_Bliss=-0.251, Synergy_Loewe=-12.7, Synergy_HSA=4.08. Drug 2: C1CN(CCN1C(=O)CCBr)C(=O)CCBr. Drug 1: C1CN1P(=S)(N2CC2)N3CC3. Cell line: A549.